This data is from Forward reaction prediction with 1.9M reactions from USPTO patents (1976-2016). The task is: Predict the product of the given reaction. (1) Given the reactants [C:1]([N:4]1[C:12]2[C:7](=[CH:8][C:9]([O:13][CH3:14])=[CH:10][CH:11]=2)[C:6]([CH3:16])([CH3:15])[CH2:5]1)(=[O:3])[CH3:2].[N+:17]([O-])([O-:19])=[O:18].[K+].O, predict the reaction product. The product is: [C:1]([N:4]1[C:12]2[C:7](=[CH:8][C:9]([O:13][CH3:14])=[C:10]([N+:17]([O-:19])=[O:18])[CH:11]=2)[C:6]([CH3:16])([CH3:15])[CH2:5]1)(=[O:3])[CH3:2]. (2) Given the reactants [H-].[Na+].[F:3][C:4]1[CH:9]=[CH:8][C:7]([OH:10])=[CH:6][CH:5]=1.Cl[C:12]1[N:17]=[CH:16][C:15]([C:18]([O:20][CH2:21][CH3:22])=[O:19])=[CH:14][CH:13]=1.Cl, predict the reaction product. The product is: [F:3][C:4]1[CH:9]=[CH:8][C:7]([O:10][C:12]2[N:17]=[CH:16][C:15]([C:18]([O:20][CH2:21][CH3:22])=[O:19])=[CH:14][CH:13]=2)=[CH:6][CH:5]=1. (3) Given the reactants [Cl:1][C:2]1[CH:3]=[CH:4][C:5]([O:32][CH:33]([F:35])[F:34])=[C:6]([C:8]2[C:13]([O:14][CH3:15])=[CH:12][N:11]([CH:16]([CH2:24][C@H:25]3[CH2:30][CH2:29][CH2:28][CH2:27][O:26]3)[C:17]([O:19]C(C)(C)C)=[O:18])[C:10](=[O:31])[CH:9]=2)[CH:7]=1.C(O)(C(F)(F)F)=O, predict the reaction product. The product is: [Cl:1][C:2]1[CH:3]=[CH:4][C:5]([O:32][CH:33]([F:35])[F:34])=[C:6]([C:8]2[C:13]([O:14][CH3:15])=[CH:12][N:11]([CH:16]([CH2:24][C@H:25]3[CH2:30][CH2:29][CH2:28][CH2:27][O:26]3)[C:17]([OH:19])=[O:18])[C:10](=[O:31])[CH:9]=2)[CH:7]=1.